This data is from Full USPTO retrosynthesis dataset with 1.9M reactions from patents (1976-2016). The task is: Predict the reactants needed to synthesize the given product. (1) Given the product [F:1][C:2]1[CH:15]=[CH:14][C:5]([O:6][C:7]2[S:11][C:10]([CH2:12][NH2:13])=[CH:9][CH:8]=2)=[CH:4][CH:3]=1, predict the reactants needed to synthesize it. The reactants are: [F:1][C:2]1[CH:15]=[CH:14][C:5]([O:6][C:7]2[S:11][C:10]([C:12]#[N:13])=[CH:9][CH:8]=2)=[CH:4][CH:3]=1.FC1C=CC(O)=CC=1.[H-].[Al+3].[Li+].[H-].[H-].[H-].O. (2) Given the product [C:13]1([C:19]2[C:20]3[CH:32]=[CH:31][CH:30]=[CH:29][C:21]=3[O:22][CH2:23][C:24]=2[CH:25]([CH2:8][CH2:9][CH2:10][CH3:11])[C:26]([OH:28])=[O:27])[CH:14]=[CH:15][CH:16]=[CH:17][CH:18]=1, predict the reactants needed to synthesize it. The reactants are: C(NC(C)C)(C)C.[CH2:8]([Li])[CH2:9][CH2:10][CH3:11].[C:13]1([C:19]2[C:20]3[CH:32]=[CH:31][CH:30]=[CH:29][C:21]=3[O:22][CH2:23][C:24]=2[CH2:25][C:26]([OH:28])=[O:27])[CH:18]=[CH:17][CH:16]=[CH:15][CH:14]=1.BrCCCC.Cl. (3) Given the product [C:1]([O:5][C:6](=[O:15])[NH:7][C@@H:8]1[CH2:13][CH2:12][CH2:11][CH2:10][C@H:9]1[N:14]1[CH:20]=[CH:21][C:22]([CH:18]=[O:17])=[CH:23]1)([CH3:4])([CH3:2])[CH3:3], predict the reactants needed to synthesize it. The reactants are: [C:1]([O:5][C:6](=[O:15])[NH:7][C@@H:8]1[CH2:13][CH2:12][CH2:11][CH2:10][C@H:9]1[NH2:14])([CH3:4])([CH3:3])[CH3:2].C[O:17][CH:18]1[CH:22]([CH:23]=O)[CH2:21][CH:20](OC)O1. (4) Given the product [Cl:32][C:20]1[N:19]=[N:18][C:17]([O:16][C:13]2[CH:14]=[CH:15][CH:10]=[CH:11][C:12]=2[NH:39][C:37](=[O:46])[CH3:38])=[C:22]([OH:23])[CH:21]=1, predict the reactants needed to synthesize it. The reactants are: C(O[C:10]1[CH:15]=[CH:14][C:13]([O:16][C:17]2[N:18]=[N:19][C:20]([Cl:32])=[CH:21][C:22]=2[O:23]C(=O)C2C=CC=CC=2)=[C:12](C)[CH:11]=1)(=O)C1C=CC=CC=1.ClCCl.[CH2:37]([N:39](CC)CC)[CH3:38].C(Cl)(=[O:46])C. (5) Given the product [O:5]=[C:4]1[C:6]2=[CH:7][NH:8][C:9]3[CH:10]=[CH:11][CH:12]=[CH:13][C:14]=3[C:15]2=[N:18][N:17]1[C:19]1[CH:20]=[CH:21][C:22]([C:23]([OH:25])=[O:24])=[CH:26][CH:27]=1, predict the reactants needed to synthesize it. The reactants are: C(O[C:4]([C:6]1[CH:7]=[N:8][C:9]2[C:14]([C:15]=1Cl)=[CH:13][CH:12]=[CH:11][CH:10]=2)=[O:5])C.[NH:17]([C:19]1[CH:27]=[CH:26][C:22]([C:23]([OH:25])=[O:24])=[CH:21][CH:20]=1)[NH2:18].CCCCCCC.